Dataset: NCI-60 drug combinations with 297,098 pairs across 59 cell lines. Task: Regression. Given two drug SMILES strings and cell line genomic features, predict the synergy score measuring deviation from expected non-interaction effect. (1) Drug 1: CC1=C(C(CCC1)(C)C)C=CC(=CC=CC(=CC(=O)O)C)C. Drug 2: CN(CCCl)CCCl.Cl. Cell line: SK-OV-3. Synergy scores: CSS=7.38, Synergy_ZIP=-2.54, Synergy_Bliss=-1.13, Synergy_Loewe=0.456, Synergy_HSA=1.05. (2) Drug 1: CC(CN1CC(=O)NC(=O)C1)N2CC(=O)NC(=O)C2. Drug 2: B(C(CC(C)C)NC(=O)C(CC1=CC=CC=C1)NC(=O)C2=NC=CN=C2)(O)O. Cell line: SR. Synergy scores: CSS=54.5, Synergy_ZIP=-4.50, Synergy_Bliss=-6.29, Synergy_Loewe=-6.05, Synergy_HSA=-1.41. (3) Drug 1: CC1=C2C(C(=O)C3(C(CC4C(C3C(C(C2(C)C)(CC1OC(=O)C(C(C5=CC=CC=C5)NC(=O)OC(C)(C)C)O)O)OC(=O)C6=CC=CC=C6)(CO4)OC(=O)C)O)C)O. Drug 2: CCC1=C2CN3C(=CC4=C(C3=O)COC(=O)C4(CC)O)C2=NC5=C1C=C(C=C5)O. Cell line: NCI/ADR-RES. Synergy scores: CSS=21.9, Synergy_ZIP=-3.60, Synergy_Bliss=2.65, Synergy_Loewe=-20.0, Synergy_HSA=3.57. (4) Drug 1: CC1CCC2CC(C(=CC=CC=CC(CC(C(=O)C(C(C(=CC(C(=O)CC(OC(=O)C3CCCCN3C(=O)C(=O)C1(O2)O)C(C)CC4CCC(C(C4)OC)O)C)C)O)OC)C)C)C)OC. Drug 2: COCCOC1=C(C=C2C(=C1)C(=NC=N2)NC3=CC=CC(=C3)C#C)OCCOC.Cl. Cell line: UO-31. Synergy scores: CSS=31.9, Synergy_ZIP=-10.9, Synergy_Bliss=-12.2, Synergy_Loewe=-42.3, Synergy_HSA=-14.5. (5) Drug 1: C1C(C(OC1N2C=NC3=C(N=C(N=C32)Cl)N)CO)O. Drug 2: CC=C1C(=O)NC(C(=O)OC2CC(=O)NC(C(=O)NC(CSSCCC=C2)C(=O)N1)C(C)C)C(C)C. Cell line: UO-31. Synergy scores: CSS=33.2, Synergy_ZIP=-0.0502, Synergy_Bliss=1.93, Synergy_Loewe=0.555, Synergy_HSA=0.958. (6) Drug 1: C1=C(C(=O)NC(=O)N1)F. Drug 2: CCN(CC)CCCC(C)NC1=C2C=C(C=CC2=NC3=C1C=CC(=C3)Cl)OC. Cell line: MCF7. Synergy scores: CSS=41.8, Synergy_ZIP=-0.0373, Synergy_Bliss=2.45, Synergy_Loewe=6.79, Synergy_HSA=7.22. (7) Drug 1: CC(C1=C(C=CC(=C1Cl)F)Cl)OC2=C(N=CC(=C2)C3=CN(N=C3)C4CCNCC4)N. Drug 2: C1=CC(=CC=C1CC(C(=O)O)N)N(CCCl)CCCl.Cl. Cell line: RPMI-8226. Synergy scores: CSS=26.8, Synergy_ZIP=-4.56, Synergy_Bliss=6.81, Synergy_Loewe=-1.95, Synergy_HSA=-0.134. (8) Drug 1: C1=NC2=C(N=C(N=C2N1C3C(C(C(O3)CO)O)O)F)N. Drug 2: CC1=C(C(=O)C2=C(C1=O)N3CC4C(C3(C2COC(=O)N)OC)N4)N. Cell line: MDA-MB-231. Synergy scores: CSS=18.1, Synergy_ZIP=-7.17, Synergy_Bliss=-3.66, Synergy_Loewe=0.831, Synergy_HSA=1.56. (9) Synergy scores: CSS=17.8, Synergy_ZIP=-3.68, Synergy_Bliss=-0.269, Synergy_Loewe=-1.83, Synergy_HSA=1.62. Drug 1: C1CCC(CC1)NC(=O)N(CCCl)N=O. Drug 2: CNC(=O)C1=NC=CC(=C1)OC2=CC=C(C=C2)NC(=O)NC3=CC(=C(C=C3)Cl)C(F)(F)F. Cell line: SF-539.